This data is from Catalyst prediction with 721,799 reactions and 888 catalyst types from USPTO. The task is: Predict which catalyst facilitates the given reaction. (1) Reactant: Cl[C:2]1[CH:7]=[CH:6][N:5]=[C:4]([NH:8][CH2:9][C:10]2[O:14][N:13]=[C:12]([CH3:15])[CH:11]=2)[N:3]=1.[CH3:16][O:17][C:18]1[CH:23]=[C:22]([CH2:24][CH2:25][C:26]2[NH:30][N:29]=[C:28]([NH2:31])[CH:27]=2)[CH:21]=[C:20]([O:32][CH3:33])[N:19]=1. Product: [CH3:33][O:32][C:20]1[CH:21]=[C:22]([CH2:24][CH2:25][C:26]2[NH:30][N:29]=[C:28]([NH:31][C:2]3[CH:7]=[CH:6][N:5]=[C:4]([NH:8][CH2:9][C:10]4[O:14][N:13]=[C:12]([CH3:15])[CH:11]=4)[N:3]=3)[CH:27]=2)[CH:23]=[C:18]([O:17][CH3:16])[N:19]=1. The catalyst class is: 8. (2) Reactant: [C:1]([SiH2:5][O:6][C:7]([CH3:16])([CH3:15])[C:8]1([CH2:13][OH:14])[CH2:12][CH2:11][CH2:10][CH2:9]1)([CH3:4])([CH3:3])[CH3:2].CC(OI1(OC(C)=O)(OC(C)=O)OC(=O)C2C=CC=CC1=2)=O. Product: [C:1]([SiH2:5][O:6][C:7]([CH3:16])([CH3:15])[C:8]1([CH:13]=[O:14])[CH2:9][CH2:10][CH2:11][CH2:12]1)([CH3:4])([CH3:3])[CH3:2]. The catalyst class is: 2. (3) Product: [ClH:1].[Cl:1][C:2]1[S:3][C:4]([C:7]([NH2:13])=[NH:8])=[CH:5][N:6]=1. The catalyst class is: 5. Reactant: [Cl:1][C:2]1[S:3][C:4]([C:7]#[N:8])=[CH:5][N:6]=1.C[O-].[Na+].[Cl-].[NH4+:13].